Dataset: Full USPTO retrosynthesis dataset with 1.9M reactions from patents (1976-2016). Task: Predict the reactants needed to synthesize the given product. (1) Given the product [CH2:2]=[C:1]1[CH2:4][CH2:24][C@@:25]2([CH3:26])[C:19]([CH2:18][CH2:17][C@@H:11]3[C@@H:10]2[CH2:9][CH2:8][C@@:7]2([CH3:6])[C@H:12]3[CH2:13][CH2:14][C@@H:15]2[OH:16])=[CH:3]1, predict the reactants needed to synthesize it. The reactants are: [C:1]([Li])([CH3:4])([CH3:3])[CH3:2].[CH3:6][C@@:7]12[C@@H:15]([OH:16])[CH2:14][CH2:13][C@H:12]1[C@@H:11]1[CH2:17][CH2:18][C:19]3[C@@:25]([CH3:26])([C@H:10]1[CH2:9][CH2:8]2)[CH2:24]CC(=O)C=3. (2) The reactants are: [CH3:1][O:2][C:3](=[O:20])[CH:4](P(O)(O)=O)[NH:5][C:6]([O:8][CH2:9][C:10]1[CH:15]=[CH:14][CH:13]=[CH:12][CH:11]=1)=[O:7].N12CCCN=C1CCCCC2.[CH:32]12[CH:38]([CH:39]=O)[CH:35]([CH2:36][CH2:37]1)[CH2:34][CH2:33]2. Given the product [CH3:1][O:2][C:3](=[O:20])[C:4]([NH:5][C:6]([O:8][CH2:9][C:10]1[CH:15]=[CH:14][CH:13]=[CH:12][CH:11]=1)=[O:7])=[CH:39][CH:38]1[CH:35]2[CH2:36][CH2:37][CH:32]1[CH2:33][CH2:34]2, predict the reactants needed to synthesize it. (3) Given the product [CH2:1]([C:8]12[CH:27]=[C:26]([C:28]#[N:29])[C:25](=[O:30])[CH:24]([CH3:31])[CH:9]1[CH2:10][CH2:11][C:12]1[C:16]2=[N:15][N:14]([CH3:17])[C:13]=1[C:18]1[CH:19]=[CH:20][CH:21]=[CH:22][CH:23]=1)[C:2]1[CH:7]=[CH:6][CH:5]=[CH:4][CH:3]=1, predict the reactants needed to synthesize it. The reactants are: [CH2:1]([C:8]12[CH2:27][CH:26]([C:28]#[N:29])[C:25](=[O:30])[CH:24]([CH3:31])[CH:9]1[CH2:10][CH2:11][C:12]1[C:16]2=[N:15][N:14]([CH3:17])[C:13]=1[C:18]1[CH:23]=[CH:22][CH:21]=[CH:20][CH:19]=1)[C:2]1[CH:7]=[CH:6][CH:5]=[CH:4][CH:3]=1.BrN1C(C)(C)C(=O)N(Br)C1=O.N1C=CC=CC=1. (4) Given the product [Cl:1][C:2]1[CH:3]=[C:4]([N:9]2[CH:13]=[CH:12][C:11]([NH2:14])=[N:10]2)[CH:5]=[CH:6][C:7]=1[Cl:8], predict the reactants needed to synthesize it. The reactants are: [Cl:1][C:2]1[CH:3]=[C:4]([N:9]2[CH2:13][CH2:12][C:11]([NH2:14])=[N:10]2)[CH:5]=[CH:6][C:7]=1[Cl:8]. (5) Given the product [CH2:1]([N:3]1[CH2:11][CH:10]2[CH:5]([NH:6][CH2:7][CH2:8][CH2:9]2)[CH2:4]1)[CH3:2], predict the reactants needed to synthesize it. The reactants are: [CH2:1]([N:3]1[CH2:11][C:10]2[C:5](=[N:6][CH:7]=[CH:8][CH:9]=2)[CH2:4]1)[CH3:2].O. (6) Given the product [C:16]1([C:12]2[C:11]3[C:6]([C:5]([C:22]4[CH:23]=[CH:24][CH:55]=[CH:50][CH:51]=4)=[C:4]4[C:13]=2[CH:14]=[C:15]([C:30]2[CH:31]=[CH:32][C:40]([N:39]5[C:38]6[CH:37]=[CH:36][CH:35]=[CH:34][C:33]=6[C:42]6[C:41]5=[CH:46][CH:45]=[CH:44][CH:43]=6)=[CH:28][CH:29]=2)[CH:2]=[CH:3]4)=[CH:7][CH:8]=[CH:9][CH:10]=3)[CH:21]=[CH:20][CH:19]=[CH:18][CH:17]=1, predict the reactants needed to synthesize it. The reactants are: Br[C:2]1[CH:15]=[CH:14][C:13]2[C:4](=[C:5]([C:22]3C=CC=[CH:24][CH:23]=3)[C:6]3[C:11]([C:12]=2[C:16]2[CH:21]=[CH:20][CH:19]=[CH:18][CH:17]=2)=[CH:10][CH:9]=[CH:8][CH:7]=3)[CH:3]=1.[CH:28]1[C:40]2[N:39]([C:41]3[CH:46]=[CH:45][C:44](B(O)O)=[CH:43][CH:42]=3)[C:38]3[C:33](=[CH:34][CH:35]=[CH:36][CH:37]=3)[C:32]=2[CH:31]=[CH:30][CH:29]=1.[C:50]1(C)[CH:55]=CC=C[C:51]=1P(C1C=CC=CC=1C)C1C=CC=CC=1C.C(=O)([O-])[O-].[K+].[K+]. (7) Given the product [OH:32][C@@:25]1([C:23]#[C:24][C:2]2[CH:3]=[CH:4][C:5]3[O:11][CH2:10][CH2:9][N:8]4[C:12]([C:18]([NH:20][CH3:21])=[O:19])=[C:13]([C:15]([NH2:17])=[O:16])[N:14]=[C:7]4[C:6]=3[CH:22]=2)[CH2:29][CH2:28][N:27]([CH3:30])[C:26]1=[O:31], predict the reactants needed to synthesize it. The reactants are: Br[C:2]1[CH:3]=[CH:4][C:5]2[O:11][CH2:10][CH2:9][N:8]3[C:12]([C:18]([NH:20][CH3:21])=[O:19])=[C:13]([C:15]([NH2:17])=[O:16])[N:14]=[C:7]3[C:6]=2[CH:22]=1.[C:23]([C@:25]1([OH:32])[CH2:29][CH2:28][N:27]([CH3:30])[C:26]1=[O:31])#[CH:24]. (8) Given the product [C:13]([O:16][C:17]([N:19]1[CH2:20][CH:21]=[C:22]([C:2]2[C:3]([O:10][CH3:11])=[CH:4][CH:5]=[C:6]([F:9])[C:7]=2[F:8])[CH2:23][CH2:24]1)=[O:18])([CH3:15])([CH3:12])[CH3:14], predict the reactants needed to synthesize it. The reactants are: Br[C:2]1[C:7]([F:8])=[C:6]([F:9])[CH:5]=[CH:4][C:3]=1[O:10][CH3:11].[CH3:12][C:13]([O:16][C:17]([N:19]1[CH2:24][CH:23]=[C:22](B2OC(C)(C)C(C)(C)O2)[CH2:21][CH2:20]1)=[O:18])([CH3:15])[CH3:14]. (9) The reactants are: [Cl:1][C:2]1[C:7]([C:8]2[C:9](=[O:34])[NH:10][C:11](=[O:33])[N:12]([CH2:14][CH2:15][CH2:16][N:17]3[CH2:22][C@H:21]4[C@:19]([C:23]5[CH:28]=[CH:27][C:26]([C:29]([F:32])([F:31])[F:30])=[CH:25][CH:24]=5)([CH2:20]4)[CH2:18]3)[CH:13]=2)=[CH:6][CH:5]=[C:4]([CH3:35])[N:3]=1.[ClH:36].O1CCOCC1. Given the product [ClH:1].[ClH:36].[Cl:1][C:2]1[C:7]([C:8]2[C:9](=[O:34])[NH:10][C:11](=[O:33])[N:12]([CH2:14][CH2:15][CH2:16][N:17]3[CH2:22][C@H:21]4[C@:19]([C:23]5[CH:28]=[CH:27][C:26]([C:29]([F:32])([F:31])[F:30])=[CH:25][CH:24]=5)([CH2:20]4)[CH2:18]3)[CH:13]=2)=[CH:6][CH:5]=[C:4]([CH3:35])[N:3]=1, predict the reactants needed to synthesize it.